Dataset: Catalyst prediction with 721,799 reactions and 888 catalyst types from USPTO. Task: Predict which catalyst facilitates the given reaction. (1) Reactant: [Cl:1][C:2]1[N:10]=[C:9]2[C:5]([N:6]=[C:7]([CH2:12][CH:13]=O)[N:8]2[CH3:11])=[C:4]([N:15]2[CH2:20][CH2:19][O:18][CH2:17][CH2:16]2)[N:3]=1.[CH3:21][C:22]1([CH3:28])[O:27][CH2:26][CH2:25][NH:24][CH2:23]1.C(OC)(OC)OC.C(O)(=O)C.C(O[BH-](OC(=O)C)OC(=O)C)(=O)C.[Na+]. Product: [Cl:1][C:2]1[N:10]=[C:9]2[C:5]([N:6]=[C:7]([CH2:12][CH2:13][N:24]3[CH2:25][CH2:26][O:27][C:22]([CH3:28])([CH3:21])[CH2:23]3)[N:8]2[CH3:11])=[C:4]([N:15]2[CH2:20][CH2:19][O:18][CH2:17][CH2:16]2)[N:3]=1. The catalyst class is: 26. (2) Reactant: [CH3:1][C:2]1([CH3:24])[CH:7]2[CH2:8][CH:3]1[CH2:4][CH2:5][CH:6]2[NH:9][S:10]([C:13]1[CH:18]=[CH:17][C:16]([C:19]#[C:20][CH2:21][CH2:22][OH:23])=[CH:15][CH:14]=1)(=[O:12])=[O:11]. Product: [CH3:1][C:2]1([CH3:24])[CH:7]2[CH2:8][CH:3]1[CH2:4][CH2:5][CH:6]2[NH:9][S:10]([C:13]1[CH:14]=[CH:15][C:16]([CH2:19][CH2:20][CH2:21][CH2:22][OH:23])=[CH:17][CH:18]=1)(=[O:12])=[O:11]. The catalyst class is: 50. (3) Reactant: [O:1]=[C:2]([CH3:29])[CH2:3][C:4]([NH:6][C:7]1[CH:12]=[CH:11][C:10]([C:13]2[N:17]=[CH:16][N:15]([C:18]3[CH:23]=[CH:22][C:21]([O:24][C:25]([F:28])([F:27])[F:26])=[CH:20][CH:19]=3)[N:14]=2)=[CH:9][CH:8]=1)=[O:5].C(=O)([O-])[O-].[K+].[K+].[CH:36]([C:39]1[CH:44]=[CH:43][CH:42]=[CH:41][C:40]=1[N:45]=[C:46]=[S:47])([CH3:38])[CH3:37].O. Product: [OH:1]/[C:2](/[CH3:29])=[C:3](/[C:46](=[S:47])[NH:45][C:40]1[CH:41]=[CH:42][CH:43]=[CH:44][C:39]=1[CH:36]([CH3:37])[CH3:38])\[C:4]([NH:6][C:7]1[CH:8]=[CH:9][C:10]([C:13]2[N:17]=[CH:16][N:15]([C:18]3[CH:23]=[CH:22][C:21]([O:24][C:25]([F:27])([F:26])[F:28])=[CH:20][CH:19]=3)[N:14]=2)=[CH:11][CH:12]=1)=[O:5]. The catalyst class is: 9. (4) Reactant: [CH2:1]([O:3][C:4](=[O:30])[CH2:5][O:6][C:7]1[CH:12]=[CH:11][C:10]([S:13][C:14]2[CH:19]=[C:18]([C:20]#[C:21][C:22]3[CH:27]=[CH:26][CH:25]=[CH:24][CH:23]=3)[CH:17]=[C:16]([OH:28])[CH:15]=2)=[CH:9][C:8]=1[CH3:29])[CH3:2].[N:31]1([CH2:37][CH2:38]O)[CH2:36][CH2:35][O:34][CH2:33][CH2:32]1.C(P(CCCC)CCCC)CCC.N(C(N1CCCCC1)=O)=NC(N1CCCCC1)=O. Product: [CH2:1]([O:3][C:4](=[O:30])[CH2:5][O:6][C:7]1[CH:12]=[CH:11][C:10]([S:13][C:14]2[CH:19]=[C:18]([C:20]#[C:21][C:22]3[CH:27]=[CH:26][CH:25]=[CH:24][CH:23]=3)[CH:17]=[C:16]([O:28][CH2:38][CH2:37][N:31]3[CH2:36][CH2:35][O:34][CH2:33][CH2:32]3)[CH:15]=2)=[CH:9][C:8]=1[CH3:29])[CH3:2]. The catalyst class is: 1. (5) Reactant: I[C:2]1[C:10]2[C:5](=[CH:6][CH:7]=[C:8]([NH:11][S:12]([C:15]3[CH:20]=[CH:19][CH:18]=[CH:17][C:16]=3[S:21]([CH3:24])(=[O:23])=[O:22])(=[O:14])=[O:13])[CH:9]=2)[N:4](C(OC(C)(C)C)=O)[N:3]=1.[CH:32]1[C:41]2[C:36](=[CH:37][CH:38]=[CH:39][CH:40]=2)[CH:35]=[CH:34][C:33]=1B(O)O.C(=O)([O-])O.[Na+]. Product: [CH3:24][S:21]([C:16]1[CH:17]=[CH:18][CH:19]=[CH:20][C:15]=1[S:12]([NH:11][C:8]1[CH:9]=[C:10]2[C:5](=[CH:6][CH:7]=1)[NH:4][N:3]=[C:2]2[C:32]1[C:41]2[C:36](=[CH:37][CH:38]=[CH:39][CH:40]=2)[CH:35]=[CH:34][CH:33]=1)(=[O:14])=[O:13])(=[O:22])=[O:23]. The catalyst class is: 9.